The task is: Predict which catalyst facilitates the given reaction.. This data is from Catalyst prediction with 721,799 reactions and 888 catalyst types from USPTO. (1) Reactant: [S:1]1[C:5]([C:6]([O-:8])=O)=[CH:4][CH:3]=[C:2]1[C:9]([O:11][CH3:12])=[O:10].S(Cl)(Cl)=O.[C:17]1([CH3:26])[CH:22]=[CH:21][C:20]([C@@H:23]([NH2:25])[CH3:24])=[CH:19][CH:18]=1.C(N(CC)CC)C. Product: [CH3:12][O:11][C:9]([C:2]1[S:1][C:5]([C:6](=[O:8])[NH:25][C@H:23]([C:20]2[CH:21]=[CH:22][C:17]([CH3:26])=[CH:18][CH:19]=2)[CH3:24])=[CH:4][CH:3]=1)=[O:10]. The catalyst class is: 59. (2) Reactant: [CH3:1][CH2:2][CH2:3][CH2:4][CH2:5][C@H:6]([OH:25])/[CH:7]=[CH:8]/[C@@H:9]1[C@@H:14]([CH2:15]/[CH:16]=[CH:17]\[CH2:18][CH2:19][CH2:20][C:21]([OH:23])=[O:22])[C:12](=[O:13])[CH2:11][C@H:10]1O.N1C=CN=C1. Product: [CH3:1][CH2:2][CH2:3][CH2:4][CH2:5][C@H:6]([OH:25])/[CH:7]=[CH:8]/[C@@H:9]1[C@@H:14]([CH2:15]/[CH:16]=[CH:17]\[CH2:18][CH2:19][CH2:20][C:21]([OH:23])=[O:22])[C:12](=[O:13])[CH:11]=[CH:10]1. The catalyst class is: 6.